Dataset: NCI-60 drug combinations with 297,098 pairs across 59 cell lines. Task: Regression. Given two drug SMILES strings and cell line genomic features, predict the synergy score measuring deviation from expected non-interaction effect. (1) Drug 1: CS(=O)(=O)C1=CC(=C(C=C1)C(=O)NC2=CC(=C(C=C2)Cl)C3=CC=CC=N3)Cl. Drug 2: CC1CCC2CC(C(=CC=CC=CC(CC(C(=O)C(C(C(=CC(C(=O)CC(OC(=O)C3CCCCN3C(=O)C(=O)C1(O2)O)C(C)CC4CCC(C(C4)OC)OCCO)C)C)O)OC)C)C)C)OC. Cell line: PC-3. Synergy scores: CSS=35.2, Synergy_ZIP=-0.356, Synergy_Bliss=8.29, Synergy_Loewe=-36.1, Synergy_HSA=8.06. (2) Drug 1: CC1=C(C=C(C=C1)NC2=NC=CC(=N2)N(C)C3=CC4=NN(C(=C4C=C3)C)C)S(=O)(=O)N.Cl. Drug 2: CC1=CC2C(CCC3(C2CCC3(C(=O)C)OC(=O)C)C)C4(C1=CC(=O)CC4)C. Cell line: HCC-2998. Synergy scores: CSS=-11.3, Synergy_ZIP=7.66, Synergy_Bliss=0.238, Synergy_Loewe=-11.6, Synergy_HSA=-12.2. (3) Drug 1: C1=CC(=CC=C1CCC2=CNC3=C2C(=O)NC(=N3)N)C(=O)NC(CCC(=O)O)C(=O)O. Drug 2: CC1C(C(CC(O1)OC2CC(CC3=C2C(=C4C(=C3O)C(=O)C5=CC=CC=C5C4=O)O)(C(=O)C)O)N)O. Cell line: HCC-2998. Synergy scores: CSS=72.9, Synergy_ZIP=0.208, Synergy_Bliss=-4.96, Synergy_Loewe=-7.61, Synergy_HSA=0.790. (4) Drug 1: CC1=C(N=C(N=C1N)C(CC(=O)N)NCC(C(=O)N)N)C(=O)NC(C(C2=CN=CN2)OC3C(C(C(C(O3)CO)O)O)OC4C(C(C(C(O4)CO)O)OC(=O)N)O)C(=O)NC(C)C(C(C)C(=O)NC(C(C)O)C(=O)NCCC5=NC(=CS5)C6=NC(=CS6)C(=O)NCCC[S+](C)C)O. Drug 2: C1CCC(C(C1)N)N.C(=O)(C(=O)[O-])[O-].[Pt+4]. Cell line: NCI-H322M. Synergy scores: CSS=-1.95, Synergy_ZIP=1.17, Synergy_Bliss=3.10, Synergy_Loewe=3.22, Synergy_HSA=0.757. (5) Drug 1: C1=C(C(=O)NC(=O)N1)N(CCCl)CCCl. Drug 2: C1CN1P(=S)(N2CC2)N3CC3. Cell line: M14. Synergy scores: CSS=3.45, Synergy_ZIP=-10.0, Synergy_Bliss=-21.2, Synergy_Loewe=-23.4, Synergy_HSA=-21.5. (6) Drug 1: C1=C(C(=O)NC(=O)N1)N(CCCl)CCCl. Drug 2: CC=C1C(=O)NC(C(=O)OC2CC(=O)NC(C(=O)NC(CSSCCC=C2)C(=O)N1)C(C)C)C(C)C. Cell line: MDA-MB-435. Synergy scores: CSS=53.0, Synergy_ZIP=6.41, Synergy_Bliss=4.32, Synergy_Loewe=-26.3, Synergy_HSA=3.24.